From a dataset of Full USPTO retrosynthesis dataset with 1.9M reactions from patents (1976-2016). Predict the reactants needed to synthesize the given product. (1) Given the product [C:45]([N:1]1[CH2:4][CH:3]([N:5]2[CH2:10][CH2:9][N:8]([C:11]3[C:12]([Cl:44])=[C:13]([NH:19][C:20]4[N:25]=[C:24]([N:26]([CH:36]5[CH2:37][CH2:38]5)[CH2:27][C:28]5[CH:33]=[CH:32][C:31]([O:34][CH3:35])=[CH:30][CH:29]=5)[C:23]5=[N:39][CH:40]=[C:41]([C:42]#[N:43])[N:22]5[N:21]=4)[CH:14]=[C:15]([C:17]#[N:18])[CH:16]=3)[CH2:7][CH2:6]2)[CH2:2]1)(=[O:47])[CH3:46], predict the reactants needed to synthesize it. The reactants are: [NH:1]1[CH2:4][CH:3]([N:5]2[CH2:10][CH2:9][N:8]([C:11]3[C:12]([Cl:44])=[C:13]([NH:19][C:20]4[N:25]=[C:24]([N:26]([CH:36]5[CH2:38][CH2:37]5)[CH2:27][C:28]5[CH:33]=[CH:32][C:31]([O:34][CH3:35])=[CH:30][CH:29]=5)[C:23]5=[N:39][CH:40]=[C:41]([C:42]#[N:43])[N:22]5[N:21]=4)[CH:14]=[C:15]([C:17]#[N:18])[CH:16]=3)[CH2:7][CH2:6]2)[CH2:2]1.[C:45](Cl)(=[O:47])[CH3:46].C(=O)(O)[O-].[Na+]. (2) The reactants are: Br[C:2]1[CH:7]=[CH:6][C:5]([CH2:8][N:9]2[C:14](=[O:15])[C:13]([C:16]([NH:18][CH2:19][C:20]([OH:22])=[O:21])=[O:17])=[C:12]([OH:23])[C:11]([CH:24]([CH3:26])[CH3:25])=[N:10]2)=[C:4]([F:27])[CH:3]=1.[N+:28]([C:31]1[CH:36]=[CH:35][C:34](B(O)O)=[CH:33][CH:32]=1)([O-:30])=[O:29].C(=O)([O-])[O-].[K+].[K+].Cl. Given the product [F:27][C:4]1[CH:3]=[C:2]([C:34]2[CH:35]=[CH:36][C:31]([N+:28]([O-:30])=[O:29])=[CH:32][CH:33]=2)[CH:7]=[CH:6][C:5]=1[CH2:8][N:9]1[C:14](=[O:15])[C:13]([C:16]([NH:18][CH2:19][C:20]([OH:22])=[O:21])=[O:17])=[C:12]([OH:23])[C:11]([CH:24]([CH3:26])[CH3:25])=[N:10]1, predict the reactants needed to synthesize it. (3) Given the product [Cl:8][C:9]1[CH:10]=[CH:11][C:12]([O:36][CH:37]([F:39])[F:38])=[C:13]([C:15]2[C:19]([NH:20][C:21]([C:23]3[CH:24]=[N:25][N:26]4[CH:31]=[CH:30][CH:29]=[N:28][C:27]=34)=[O:22])=[CH:18][N:17]([CH2:32][C:33]([N:52]3[CH2:51][CH2:50][CH:49]([N:42]([CH3:41])[CH2:43][CH2:44][C:45]([O:47][CH3:48])=[O:46])[CH2:54][CH2:53]3)=[O:34])[N:16]=2)[CH:14]=1, predict the reactants needed to synthesize it. The reactants are: FC(F)(F)C(O)=O.[Cl:8][C:9]1[CH:10]=[CH:11][C:12]([O:36][CH:37]([F:39])[F:38])=[C:13]([C:15]2[C:19]([NH:20][C:21]([C:23]3[CH:24]=[N:25][N:26]4[CH:31]=[CH:30][CH:29]=[N:28][C:27]=34)=[O:22])=[CH:18][N:17]([CH2:32][C:33](O)=[O:34])[N:16]=2)[CH:14]=1.Cl.[CH3:41][N:42]([CH:49]1[CH2:54][CH2:53][NH:52][CH2:51][CH2:50]1)[CH2:43][CH2:44][C:45]([O:47][CH3:48])=[O:46].CCN(C(C)C)C(C)C.CN(C(ON1N=NC2C=CC=NC1=2)=[N+](C)C)C.F[P-](F)(F)(F)(F)F.